This data is from Catalyst prediction with 721,799 reactions and 888 catalyst types from USPTO. The task is: Predict which catalyst facilitates the given reaction. Reactant: [CH:1]1([C:4]2[N:8]([CH2:9][C:10]3[C:15]([F:16])=[CH:14][C:13]([O:17][CH2:18][CH3:19])=[CH:12][C:11]=3[F:20])[N:7]=[C:6]([C:21]3[N:26]=[C:25]([NH:27][C:28]4[CH:33]=[CH:32][N:31]=[CH:30][CH:29]=4)[C:24]([OH:34])=[CH:23][N:22]=3)[C:5]=2[CH3:35])[CH2:3][CH2:2]1.C(=O)([O-])[O-].[K+].[K+].Cl[CH2:43][CH2:44][CH2:45][S:46][CH3:47]. Product: [CH:1]1([C:4]2[N:8]([CH2:9][C:10]3[C:11]([F:20])=[CH:12][C:13]([O:17][CH2:18][CH3:19])=[CH:14][C:15]=3[F:16])[N:7]=[C:6]([C:21]3[N:26]=[C:25]([NH:27][C:28]4[CH:29]=[CH:30][N:31]=[CH:32][CH:33]=4)[C:24]([O:34][CH2:43][CH2:44][CH2:45][S:46][CH3:47])=[CH:23][N:22]=3)[C:5]=2[CH3:35])[CH2:3][CH2:2]1. The catalyst class is: 384.